From a dataset of Forward reaction prediction with 1.9M reactions from USPTO patents (1976-2016). Predict the product of the given reaction. (1) Given the reactants [CH3:1][N:2]1[C:6]([C:7]2[CH:8]=[C:9]([CH:32]=[C:33]([C:35]([F:38])([F:37])[F:36])[CH:34]=2)[CH2:10][O:11][CH2:12][C:13]2([C:26]3[CH:31]=[CH:30][CH:29]=[CH:28][CH:27]=3)[CH2:18][CH2:17][N:16](C(OC(C)(C)C)=O)[CH2:15][CH2:14]2)=[N:5][N:4]=[N:3]1.Cl, predict the reaction product. The product is: [CH3:1][N:2]1[C:6]([C:7]2[CH:8]=[C:9]([CH:32]=[C:33]([C:35]([F:37])([F:38])[F:36])[CH:34]=2)[CH2:10][O:11][CH2:12][C:13]2([C:26]3[CH:31]=[CH:30][CH:29]=[CH:28][CH:27]=3)[CH2:14][CH2:15][NH:16][CH2:17][CH2:18]2)=[N:5][N:4]=[N:3]1. (2) Given the reactants [CH2:1]1[CH2:15][O:14][C:3]([C:8]2[CH:13]=[CH:12][CH:11]=[CH:10][CH:9]=2)([CH2:4][CH2:5][CH2:6][NH2:7])[O:2]1.[CH:16]([C:18]1[CH:19]=[C:20]([CH:32]=[CH:33][CH:34]=1)[O:21][CH:22]([CH2:30][CH3:31])[C:23]([O:25][C:26]([CH3:29])([CH3:28])[CH3:27])=[O:24])=O.C(O[BH-](OC(=O)C)OC(=O)C)(=O)C.[Na+].C(=O)([O-])O.[Na+], predict the reaction product. The product is: [CH2:15]1[CH2:1][O:2][C:3]([C:8]2[CH:9]=[CH:10][CH:11]=[CH:12][CH:13]=2)([CH2:4][CH2:5][CH2:6][NH:7][CH2:16][C:18]2[CH:19]=[C:20]([CH:32]=[CH:33][CH:34]=2)[O:21][CH:22]([CH2:30][CH3:31])[C:23]([O:25][C:26]([CH3:27])([CH3:28])[CH3:29])=[O:24])[O:14]1. (3) Given the reactants [F:1][C:2]([F:31])([F:30])[C:3]1[CH:4]=[C:5]([NH:13][C:14](SC)=[C:15]([S:18]([C:21]2[CH:26]=[CH:25][C:24]([Cl:27])=[CH:23][CH:22]=2)(=[O:20])=[O:19])[C:16]#[N:17])[CH:6]=[C:7]([C:9]([F:12])([F:11])[F:10])[CH:8]=1.C(N(CC)CC)C.[NH2:39][C:40]1[N:44]([CH3:45])[N:43]=[C:42]([CH:46]2[CH2:48][CH2:47]2)[CH:41]=1, predict the reaction product. The product is: [F:10][C:9]([F:11])([F:12])[C:7]1[CH:6]=[C:5]([NH:13][C:14]([NH:39][C:40]2[N:44]([CH3:45])[N:43]=[C:42]([CH:46]3[CH2:48][CH2:47]3)[CH:41]=2)=[C:15]([S:18]([C:21]2[CH:22]=[CH:23][C:24]([Cl:27])=[CH:25][CH:26]=2)(=[O:19])=[O:20])[C:16]#[N:17])[CH:4]=[C:3]([C:2]([F:30])([F:31])[F:1])[CH:8]=1. (4) Given the reactants [C:1]([CH2:3]P(=O)(OCC)OCC)#[N:2].C([O-])([O-])=O.[K+].[K+].[CH3:18][O:19][C:20]1[CH:21]=[C:22]([S:28]([N:31]2[CH:35]=[CH:34][C:33]([CH:36]=O)=[CH:32]2)(=[O:30])=[O:29])[CH:23]=[CH:24][C:25]=1[O:26][CH3:27], predict the reaction product. The product is: [CH3:18][O:19][C:20]1[CH:21]=[C:22]([S:28]([N:31]2[CH:35]=[CH:34][C:33]([CH:36]=[CH:3][C:1]#[N:2])=[CH:32]2)(=[O:29])=[O:30])[CH:23]=[CH:24][C:25]=1[O:26][CH3:27]. (5) Given the reactants [P:1]([O:39]C(C)(C)C)([O:34]C(C)(C)C)([O:3][CH2:4][N:5]1[C:17]2[CH:16]=[C:15]3[C:10]([CH2:11][N:12]([CH2:19][C:20]4[CH:25]=[CH:24][CH:23]=[CH:22][CH:21]=4)[C:13](=[O:18])[NH:14]3)=[CH:9][C:8]=2[C:7]([C:26]2[CH:31]=[C:30]([CH3:32])[N:29]=[C:28]([CH3:33])[CH:27]=2)=[N:6]1)=[O:2], predict the reaction product. The product is: [P:1]([OH:39])([OH:34])([O:3][CH2:4][N:5]1[C:17]2[CH:16]=[C:15]3[C:10]([CH2:11][N:12]([CH2:19][C:20]4[CH:25]=[CH:24][CH:23]=[CH:22][CH:21]=4)[C:13](=[O:18])[NH:14]3)=[CH:9][C:8]=2[C:7]([C:26]2[CH:27]=[C:28]([CH3:33])[N:29]=[C:30]([CH3:32])[CH:31]=2)=[N:6]1)=[O:2]. (6) Given the reactants CS(C)=O.C(Cl)(=O)C(Cl)=O.[OH:11][CH2:12][C:13]1([CH2:28][O:29][CH3:30])[CH2:18][CH2:17][N:16]([CH2:19][C:20]2([C:24]([O:26][CH3:27])=[O:25])[CH2:23][CH2:22][CH2:21]2)[CH2:15][CH2:14]1.C(N(CC)C(C)C)(C)C, predict the reaction product. The product is: [CH:12]([C:13]1([CH2:28][O:29][CH3:30])[CH2:18][CH2:17][N:16]([CH2:19][C:20]2([C:24]([O:26][CH3:27])=[O:25])[CH2:23][CH2:22][CH2:21]2)[CH2:15][CH2:14]1)=[O:11]. (7) Given the reactants [CH2:1]([S:8]([NH:11][C:12]([CH:14]1[CH2:19][CH2:18][N:17]([C:20]2[C:28]([Cl:29])=[CH:27][C:23]([C:24]([OH:26])=[O:25])=[C:22]([CH2:30][N:31]3[CH2:35][CH2:34][CH2:33][C:32]3=[O:36])[N:21]=2)[CH2:16][CH2:15]1)=[O:13])(=[O:10])=[O:9])[C:2]1[CH:7]=[CH:6][CH:5]=[CH:4][CH:3]=1.ClC(O[CH:41]([CH3:43])[CH3:42])=O.[NH4+].[Cl-], predict the reaction product. The product is: [CH2:1]([S:8]([NH:11][C:12]([CH:14]1[CH2:19][CH2:18][N:17]([C:20]2[C:28]([Cl:29])=[CH:27][C:23]([C:24]([O:26][CH:41]([CH3:43])[CH3:42])=[O:25])=[C:22]([CH2:30][N:31]3[CH2:35][CH2:34][CH2:33][C:32]3=[O:36])[N:21]=2)[CH2:16][CH2:15]1)=[O:13])(=[O:10])=[O:9])[C:2]1[CH:7]=[CH:6][CH:5]=[CH:4][CH:3]=1.